Dataset: Full USPTO retrosynthesis dataset with 1.9M reactions from patents (1976-2016). Task: Predict the reactants needed to synthesize the given product. (1) Given the product [CH2:21]([O:15][C:6]1[C:7]2[CH:14]=[CH:13][C:11](=[O:12])[O:10][C:8]=2[CH:9]=[C:4]2[O:3][CH:2]=[CH:1][C:5]=12)[CH2:20][CH2:19][C:18]#[CH:17], predict the reactants needed to synthesize it. The reactants are: [CH:1]1[C:5]2=[C:6]([OH:15])[C:7]3[CH:14]=[CH:13][C:11](=[O:12])[O:10][C:8]=3[CH:9]=[C:4]2[O:3][CH:2]=1.Cl[CH2:17][CH2:18][CH2:19][C:20]#[CH:21].C(=O)([O-])[O-].[K+].[K+].[I-].[K+]. (2) Given the product [NH2:28][CH2:27][C:12]1[CH:13]=[C:14]([C:17]2[CH:22]=[CH:21][C:20]([C:23]([F:24])([F:25])[F:26])=[CH:19][CH:18]=2)[CH:15]=[CH:16][C:11]=1[NH:10][CH2:9][C:6]1[CH:5]=[CH:4][C:3]([O:2][CH3:1])=[CH:8][CH:7]=1, predict the reactants needed to synthesize it. The reactants are: [CH3:1][O:2][C:3]1[CH:8]=[CH:7][C:6]([CH2:9][NH:10][C:11]2[CH:16]=[CH:15][C:14]([C:17]3[CH:22]=[CH:21][C:20]([C:23]([F:26])([F:25])[F:24])=[CH:19][CH:18]=3)=[CH:13][C:12]=2[C:27]#[N:28])=[CH:5][CH:4]=1.[H-].[Al+3].[Li+].[H-].[H-].[H-]. (3) Given the product [Cl:27][C:21]1[CH:22]=[C:23]([Cl:26])[CH:24]=[CH:25][C:20]=1[CH2:19][N:15]1[CH2:14][CH2:13][C:12]([C:28]2[CH:29]=[CH:30][C:31]([F:34])=[CH:32][CH:33]=2)([CH2:9][CH2:10][CH2:11][OH:35])[O:17][C:16]1=[O:18], predict the reactants needed to synthesize it. The reactants are: S(C)C.CC(CC)=C.[CH2:9]([C:12]1([C:28]2[CH:33]=[CH:32][C:31]([F:34])=[CH:30][CH:29]=2)[O:17][C:16](=[O:18])[N:15]([CH2:19][C:20]2[CH:25]=[CH:24][C:23]([Cl:26])=[CH:22][C:21]=2[Cl:27])[CH2:14][CH2:13]1)[CH:10]=[CH2:11].[OH2:35]. (4) Given the product [N:20]([C:15]1[C:7]([C:1]2[CH:2]=[CH:3][CH:4]=[CH:5][CH:6]=2)=[N:8][N:9]2[CH:14]=[CH:13][CH:12]=[CH:11][C:10]=12)=[O:21], predict the reactants needed to synthesize it. The reactants are: [C:1]1([C:7]2[CH:15]=[C:10]3[CH:11]=[CH:12][CH:13]=[CH:14][N:9]3[N:8]=2)[CH:6]=[CH:5][CH:4]=[CH:3][CH:2]=1.C(O)(=O)C.[N:20]([O-])=[O:21].[Na+]. (5) Given the product [CH3:18][O:19][CH2:20][CH2:21][C@@:6]1([OH:35])[C@H:7]([OH:12])[C@@H:8]([CH2:10][OH:11])[O:9][C@H:5]1[N:4]1[CH:3]=[C:2]([CH3:1])[C:16](=[O:17])[NH:15][C:14]1=[O:13], predict the reactants needed to synthesize it. The reactants are: [CH3:1][C:2]1[C:16](=[O:17])[N:15]=[C:14]2[N:4]([C@@H:5]3[O:9][C@H:8]([CH2:10][OH:11])[C@@H:7]([OH:12])[C@@H:6]3[O:13]2)[CH:3]=1.[CH3:18][O:19][CH2:20][CH2:21]OB(O[CH2:21][CH2:20][O:19][CH3:18])O[CH2:21][CH2:20][O:19][CH3:18].C[O:35]CCO.